Dataset: Forward reaction prediction with 1.9M reactions from USPTO patents (1976-2016). Task: Predict the product of the given reaction. (1) Given the reactants C([O:3][C:4]([C:6]1[C:11]([Cl:12])=[C:10]([N:13]2[CH2:17][CH2:16][C@H:15]([NH:18][C:19]([O:21][C:22]([CH3:25])([CH3:24])[CH3:23])=[O:20])[CH2:14]2)[N:9]=[CH:8][N:7]=1)=O)C.[OH-].[NH4+:27], predict the reaction product. The product is: [C:22]([O:21][C:19](=[O:20])[NH:18][C@H:15]1[CH2:16][CH2:17][N:13]([C:10]2[C:11]([Cl:12])=[C:6]([C:4](=[O:3])[NH2:27])[N:7]=[CH:8][N:9]=2)[CH2:14]1)([CH3:25])([CH3:24])[CH3:23]. (2) Given the reactants [CH3:1][O:2][C:3]1[CH:4]=[C:5]2[C:10](=[CH:11][C:12]=1[O:13][CH3:14])[N:9]=[C:8]([N:15]([CH2:17][C:18]1([C:24]3[CH:29]=[CH:28][CH:27]=[CH:26][CH:25]=3)[CH2:23][CH2:22][NH:21][CH2:20][CH2:19]1)[CH3:16])[N:7]=[C:6]2[NH2:30].[O:31]1[C:36]2[CH:37]=[CH:38][C:39]([CH:41]=O)=[CH:40][C:35]=2[O:34][CH2:33][CH2:32]1.C(O[BH-](OC(=O)C)OC(=O)C)(=O)C.[Na+].[OH-].[Na+], predict the reaction product. The product is: [O:31]1[C:36]2[CH:37]=[CH:38][C:39]([CH2:41][N:21]3[CH2:20][CH2:19][C:18]([CH2:17][N:15]([CH3:16])[C:8]4[N:7]=[C:6]([NH2:30])[C:5]5[C:10](=[CH:11][C:12]([O:13][CH3:14])=[C:3]([O:2][CH3:1])[CH:4]=5)[N:9]=4)([C:24]4[CH:29]=[CH:28][CH:27]=[CH:26][CH:25]=4)[CH2:23][CH2:22]3)=[CH:40][C:35]=2[O:34][CH2:33][CH2:32]1. (3) The product is: [Br:27][C:28]1[CH:29]=[C:30]([CH:33]=[CH:34][CH:35]=1)[CH2:31][N:11]1[C:10](=[O:13])[N:9]([CH2:14][CH:15]([OH:20])[C:16]([F:18])([F:19])[F:17])[C:8]([C:5]2[CH:6]=[CH:7][C:2]([Cl:1])=[CH:3][CH:4]=2)=[N:12]1. Given the reactants [Cl:1][C:2]1[CH:7]=[CH:6][C:5]([C:8]2[N:9]([CH2:14][CH:15]([OH:20])[C:16]([F:19])([F:18])[F:17])[C:10](=[O:13])[NH:11][N:12]=2)=[CH:4][CH:3]=1.C(=O)([O-])[O-].[Cs+].[Cs+].[Br:27][C:28]1[CH:29]=[C:30]([CH:33]=[CH:34][CH:35]=1)[CH2:31]Br, predict the reaction product. (4) Given the reactants [CH3:1][C:2]1[NH:11][C:10](=[O:12])[C:9]2[C:4](=[CH:5][CH:6]=[CH:7][CH:8]=2)[N:3]=1.[N:13]1[CH:18]=[CH:17][CH:16]=[C:15]([CH:19]=O)[CH:14]=1, predict the reaction product. The product is: [N:13]1[CH:18]=[CH:17][CH:16]=[C:15]([CH:19]=[CH:1][C:2]2[NH:11][C:10](=[O:12])[C:9]3[C:4](=[CH:5][CH:6]=[CH:7][CH:8]=3)[N:3]=2)[CH:14]=1.